From a dataset of Catalyst prediction with 721,799 reactions and 888 catalyst types from USPTO. Predict which catalyst facilitates the given reaction. (1) Reactant: [CH3:1][N:2]([CH2:10][CH2:11][CH:12]=[O:13])[C:3](=[O:9])[O:4][C:5]([CH3:8])([CH3:7])[CH3:6].[CH2:14]([Mg]Br)[CH3:15].[Cl-].[NH4+]. Product: [OH:13][CH:12]([CH2:14][CH3:15])[CH2:11][CH2:10][N:2]([CH3:1])[C:3](=[O:9])[O:4][C:5]([CH3:8])([CH3:6])[CH3:7]. The catalyst class is: 7. (2) Reactant: [Cl:1][C:2]1[C:3]([O:12][C:13]2[CH:18]=[C:17]([OH:19])[CH:16]=[CH:15][C:14]=2/[CH:20]=[CH:21]/[C:22]([O:24][CH2:25][CH3:26])=[O:23])=[N:4][CH:5]=[C:6]([C:8]([F:11])([F:10])[F:9])[CH:7]=1.[CH:27]([O:30][CH2:31][CH:32]1[O:34][CH2:33]1)([CH3:29])[CH3:28].C(=O)([O-])[O-].[K+].[K+].[I-].[Na+]. Product: [Cl:1][C:2]1[C:3]([O:12][C:13]2[CH:18]=[C:17]([O:19][CH2:33][CH:32]([OH:34])[CH2:31][O:30][CH:27]([CH3:29])[CH3:28])[CH:16]=[CH:15][C:14]=2/[CH:20]=[CH:21]/[C:22]([O:24][CH2:25][CH3:26])=[O:23])=[N:4][CH:5]=[C:6]([C:8]([F:9])([F:11])[F:10])[CH:7]=1. The catalyst class is: 145. (3) Reactant: [F:1][C:2]1[CH:3]=[C:4]([Mg]Br)[CH:5]=[CH:6][CH:7]=1.[CH3:10][N:11]([CH3:24])[C:12]1(C#N)[CH2:21][CH2:20][C:15]2([O:19][CH2:18][CH2:17][O:16]2)[CH2:14][CH2:13]1.[Cl-].[NH4+].[Cl:27][Si](C)(C)C. Product: [ClH:27].[F:1][C:2]1[CH:3]=[C:4]([C:12]2([N:11]([CH3:24])[CH3:10])[CH2:21][CH2:20][C:15]3([O:19][CH2:18][CH2:17][O:16]3)[CH2:14][CH2:13]2)[CH:5]=[CH:6][CH:7]=1. The catalyst class is: 20. (4) Reactant: [CH2:1]([O:8][CH2:9][C@H:10]([OH:13])[CH2:11][OH:12])[C:2]1[CH:7]=[CH:6][CH:5]=[CH:4][CH:3]=1.[C:14]1([C:20]([C:28]2[CH:33]=[CH:32][CH:31]=[CH:30][CH:29]=2)([C:22]2[CH:27]=[CH:26][CH:25]=[CH:24][CH:23]=2)Cl)[CH:19]=[CH:18][CH:17]=[CH:16][CH:15]=1.C1COCC1.C(#N)C. Product: [C:20]([O:12][CH2:11][C@H:10]([CH2:9][O:8][CH2:1][C:2]1[CH:7]=[CH:6][CH:5]=[CH:4][CH:3]=1)[OH:13])([C:28]1[CH:33]=[CH:32][CH:31]=[CH:30][CH:29]=1)([C:22]1[CH:27]=[CH:26][CH:25]=[CH:24][CH:23]=1)[C:14]1[CH:19]=[CH:18][CH:17]=[CH:16][CH:15]=1. The catalyst class is: 66. (5) Reactant: [C:1]1([Br:7])[CH:6]=[CH:5][CH:4]=[CH:3][CH:2]=1.Br[C:9]1[CH:16]=[CH:15][C:12]([CH:13]=[O:14])=[CH:11][CH:10]=1. Product: [Br:7][C:1]1[CH:6]=[CH:5][C:4]([CH:13]([C:12]2[CH:15]=[CH:16][CH:9]=[CH:10][CH:11]=2)[OH:14])=[CH:3][CH:2]=1. The catalyst class is: 1. (6) Reactant: [CH2:1]([O:3][C:4](=[O:8])[C@H:5]([CH3:7])[NH2:6])[CH3:2].ClCCl.Cl[CH2:13]/[CH:14]=[CH:15]\[CH2:16]Cl.CCCCCC. Product: [N:6]1([C@@H:5]([CH3:7])[C:4]([O:3][CH2:1][CH3:2])=[O:8])[CH2:16][CH:15]=[CH:14][CH2:13]1. The catalyst class is: 195. (7) The catalyst class is: 4. Product: [CH3:1][O:2][C:3]1[CH:27]=[C:26]([O:28][CH3:29])[CH:25]=[CH:24][C:4]=1[CH2:5][NH:6][C:7]1[N:16]2[N:17]=[C:18]([CH:20]=[O:21])[N:19]=[C:15]2[C:14]2[CH:13]=[CH:12][CH:11]=[C:10]([O:22][CH3:23])[C:9]=2[N:8]=1. Reactant: [CH3:1][O:2][C:3]1[CH:27]=[C:26]([O:28][CH3:29])[CH:25]=[CH:24][C:4]=1[CH2:5][NH:6][C:7]1[N:16]2[N:17]=[C:18]([CH2:20][OH:21])[N:19]=[C:15]2[C:14]2[CH:13]=[CH:12][CH:11]=[C:10]([O:22][CH3:23])[C:9]=2[N:8]=1.